This data is from Reaction yield outcomes from USPTO patents with 853,638 reactions. The task is: Predict the reaction yield, written as a fraction of the theoretical maximum amount of product (1.0 means a 100% yield; for example, 0.34 means a 34% yield). (1) The reactants are [ClH:1].[NH2:2][CH2:3][C:4]1([C:7]2[CH:12]=[CH:11][C:10]([C:13]3[C:14]4[C:15]5[CH:29]=[CH:28][S:27][C:16]=5[C:17](=[O:26])[NH:18][C:19]=4[C:20]([Br:25])=[CH:21][C:22]=3[O:23]C)=[CH:9][CH:8]=2)[CH2:6][CH2:5]1.BrB(Br)Br. No catalyst specified. The product is [ClH:1].[NH2:2][CH2:3][C:4]1([C:7]2[CH:8]=[CH:9][C:10]([C:13]3[C:14]4[C:15]5[CH:29]=[CH:28][S:27][C:16]=5[C:17](=[O:26])[NH:18][C:19]=4[C:20]([Br:25])=[CH:21][C:22]=3[OH:23])=[CH:11][CH:12]=2)[CH2:5][CH2:6]1. The yield is 0.540. (2) The catalyst is ClCCl. The reactants are N1C(C)=CC=CC=1C.[F:9][C:10]([F:23])([F:22])[S:11]([O:14]S(C(F)(F)F)(=O)=O)(=[O:13])=[O:12].[C:24]([O:29][C:30]([CH3:33])([CH3:32])[CH3:31])(=[O:28])[C@H:25]([CH3:27])O. The yield is 0.900. The product is [F:9][C:10]([F:23])([F:22])[S:11]([O:14][C@@H:25]([CH3:27])[C:24]([O:29][C:30]([CH3:33])([CH3:32])[CH3:31])=[O:28])(=[O:13])=[O:12]. (3) The reactants are [F:1][C:2]1([F:39])[O:6][C:5]2[CH:7]=[CH:8][C:9]([C:11]3([C:14]([NH:16][C:17]4[CH:22]=[CH:21][C:20]([CH3:23])=[C:19]([C:24]5[CH:29]=[CH:28][C:27]([O:30][CH2:31][C@@H:32]6[CH2:36][O:35]C(C)(C)[O:33]6)=[CH:26][CH:25]=5)[N:18]=4)=[O:15])[CH2:13][CH2:12]3)=[CH:10][C:4]=2[O:3]1.CC1C=CC(S(O)(=O)=O)=CC=1. The catalyst is CO.O. The product is [F:39][C:2]1([F:1])[O:6][C:5]2[CH:7]=[CH:8][C:9]([C:11]3([C:14]([NH:16][C:17]4[CH:22]=[CH:21][C:20]([CH3:23])=[C:19]([C:24]5[CH:29]=[CH:28][C:27]([O:30][CH2:31][C@@H:32]([OH:33])[CH2:36][OH:35])=[CH:26][CH:25]=5)[N:18]=4)=[O:15])[CH2:13][CH2:12]3)=[CH:10][C:4]=2[O:3]1. The yield is 0.820. (4) The reactants are [OH-].[Na+].[CH:3]1([CH2:6][O:7][C:8]2[CH:13]=[C:12]([CH2:14][CH2:15][C:16]([O:18]C)=[O:17])[CH:11]=[CH:10][C:9]=2[C:20]2[CH:25]=[CH:24][CH:23]=[C:22]([N:26]([CH3:37])[C:27]([NH:29][CH2:30][CH2:31][CH2:32][CH2:33][CH2:34][CH2:35][CH3:36])=[O:28])[CH:21]=2)[CH2:5][CH2:4]1. The catalyst is O1CCCC1.CO. The product is [CH:3]1([CH2:6][O:7][C:8]2[CH:13]=[C:12]([CH2:14][CH2:15][C:16]([OH:18])=[O:17])[CH:11]=[CH:10][C:9]=2[C:20]2[CH:25]=[CH:24][CH:23]=[C:22]([N:26]([CH3:37])[C:27]([NH:29][CH2:30][CH2:31][CH2:32][CH2:33][CH2:34][CH2:35][CH3:36])=[O:28])[CH:21]=2)[CH2:5][CH2:4]1. The yield is 0.780. (5) The reactants are [F:1][C:2]1[CH:3]=[C:4]([S:8]([C:11]2[S:15][C:14]([CH2:16][N:17](C)[C:18](=O)OC(C)(C)C)=[CH:13][C:12]=2[C:26]2[C:27]([F:32])=[N:28][CH:29]=[CH:30][CH:31]=2)(=[O:10])=[O:9])[CH:5]=[CH:6][CH:7]=1.C(OCC)(=O)C.[ClH:39]. The catalyst is C(OCC)(=O)C.CC(O)C. The product is [ClH:39].[F:1][C:2]1[CH:3]=[C:4]([S:8]([C:11]2[S:15][C:14]([CH2:16][NH:17][CH3:18])=[CH:13][C:12]=2[C:26]2[C:27]([F:32])=[N:28][CH:29]=[CH:30][CH:31]=2)(=[O:9])=[O:10])[CH:5]=[CH:6][CH:7]=1. The yield is 0.640. (6) The reactants are [Cl:1][C:2]1[C:7]([Cl:8])=[CH:6][CH:5]=[CH:4][C:3]=1[N:9]1[CH2:14][CH2:13][N:12]([CH2:15][CH2:16][CH2:17][CH:18]=[CH:19][C:20]2[N:29]=[C:28]3[C:23]([C:24]([CH3:32])=[C:25]([CH3:31])[C:26](=[O:30])[NH:27]3)=[CH:22][CH:21]=2)[CH2:11][CH2:10]1. The catalyst is C1COCC1.C(O)C.[Ni]. The product is [Cl:1][C:2]1[C:7]([Cl:8])=[CH:6][CH:5]=[CH:4][C:3]=1[N:9]1[CH2:14][CH2:13][N:12]([CH2:15][CH2:16][CH2:17][CH2:18][CH2:19][C:20]2[N:29]=[C:28]3[C:23]([C:24]([CH3:32])=[C:25]([CH3:31])[C:26](=[O:30])[NH:27]3)=[CH:22][CH:21]=2)[CH2:11][CH2:10]1. The yield is 0.800.